This data is from Reaction yield outcomes from USPTO patents with 853,638 reactions. The task is: Predict the reaction yield, written as a fraction of the theoretical maximum amount of product (1.0 means a 100% yield; for example, 0.34 means a 34% yield). The catalyst is [Zn]. The product is [O:44]([C:43](=[CH2:42])[CH2:26][CH2:25][CH2:24][CH2:23][O:22][C:17]1[C:18]([O:20][CH3:21])=[CH:19][C:6]2[C:5](=[O:36])[N:4]3[CH2:37][CH2:38][CH2:39][CH:3]3[C@H:2]([OH:1])[N:8]([C:9]([O:11][C:12]([CH3:13])([CH3:14])[CH3:15])=[O:10])[C:7]=2[CH:16]=1)[OH:46]. The yield is 0.950. The reactants are [OH:1][C@@H:2]1[N:8]([C:9]([O:11][C:12]([CH3:15])([CH3:14])[CH3:13])=[O:10])[C:7]2[CH:16]=[C:17]([O:22][CH2:23][CH2:24][CH2:25][CH2:26]CC(=O)OCC(Cl)(Cl)Cl)[C:18]([O:20][CH3:21])=[CH:19][C:6]=2[C:5](=[O:36])[N:4]2[CH2:37][CH2:38][CH2:39][CH:3]12.[NH4+].[Cl-].[CH3:42][C:43](C)=[O:44].[OH2:46].